This data is from Catalyst prediction with 721,799 reactions and 888 catalyst types from USPTO. The task is: Predict which catalyst facilitates the given reaction. (1) The catalyst class is: 6. Reactant: [Cl:1][C:2]1[O:6][C:5]([CH2:7][C:8]2[CH:13]=[CH:12][C:11]([CH2:14][C:15](Cl)=[N:16][OH:17])=[CH:10][CH:9]=2)=[CH:4][CH:3]=1.O1CCCC1.[C:24]([C:26]1[CH:27]=[CH:28][C:29]([NH2:32])=[N:30][CH:31]=1)#[CH:25].C(N(CC)CC)C. Product: [Cl:1][C:2]1[O:6][C:5]([CH2:7][C:8]2[CH:13]=[CH:12][C:11]([CH2:14][C:15]3[CH:25]=[C:24]([C:26]4[CH:27]=[CH:28][C:29]([NH2:32])=[N:30][CH:31]=4)[O:17][N:16]=3)=[CH:10][CH:9]=2)=[CH:4][CH:3]=1. (2) Reactant: [OH:1][C:2]1[C:7]([C:8]([O:10]CC)=O)=[CH:6][N:5]=[C:4]2[N:13]([C:17]3[CH:22]=[CH:21][CH:20]=[CH:19][N:18]=3)[N:14]=[C:15]([CH3:16])[C:3]=12.[CH2:23]([NH2:30])[C:24]1[CH:29]=[CH:28][CH:27]=[CH:26][CH:25]=1. Product: [CH2:23]([NH:30][C:8]([C:7]1[C:2]([OH:1])=[C:3]2[C:15]([CH3:16])=[N:14][N:13]([C:17]3[CH:22]=[CH:21][CH:20]=[CH:19][N:18]=3)[C:4]2=[N:5][CH:6]=1)=[O:10])[C:24]1[CH:29]=[CH:28][CH:27]=[CH:26][CH:25]=1. The catalyst class is: 13. (3) Reactant: [CH3:1][N:2]([CH3:6])[CH2:3][CH2:4][NH2:5].C[Al](C)C.[Si]([O:18][N:19]=[C:20]1[C:28]2[C:23](=[CH:24][C:25]([NH:29][C:30]3[C:38]4[C:33](=[CH:34][N:35]=[CH:36][CH:37]=4)[O:32][C:31]=3[C:39](OCC)=[O:40])=[CH:26][CH:27]=2)[CH2:22][CH2:21]1)(C(C)(C)C)(C)C.CCCC[N+](CCCC)(CCCC)CCCC.[F-]. Product: [CH3:1][N:2]([CH3:6])[CH2:3][CH2:4][NH:5][C:39]([C:31]1[O:32][C:33]2=[CH:34][N:35]=[CH:36][CH:37]=[C:38]2[C:30]=1[NH:29][C:25]1[CH:24]=[C:23]2[C:28](=[CH:27][CH:26]=1)[C:20](=[N:19][OH:18])[CH2:21][CH2:22]2)=[O:40]. The catalyst class is: 11. (4) Reactant: [CH3:1][O:2][C:3]1[CH:9]=[CH:8][C:7]([C:10]([F:13])([F:12])[F:11])=[CH:6][C:4]=1N.N(OC(C)(C)C)=O.[I:21]I. Product: [I:21][C:4]1[CH:6]=[C:7]([C:10]([F:13])([F:12])[F:11])[CH:8]=[CH:9][C:3]=1[O:2][CH3:1]. The catalyst class is: 2. (5) Reactant: [OH:1][C:2]1[CH:3]=[CH:4][C:5]([CH3:8])=[N:6][CH:7]=1.C.[ClH:10]. Product: [Cl:10][C:7]1[C:2]([OH:1])=[CH:3][CH:4]=[C:5]([CH3:8])[N:6]=1. The catalyst class is: 5. (6) Reactant: [NH:1]1[C:9]2[C:4](=[C:5]([NH:10][C:11]3[N:23]=[CH:22][C:21]([CH:24]4[CH2:26][CH2:25]4)=[CH:20][C:12]=3[C:13]([O:15][C:16]([CH3:19])([CH3:18])[CH3:17])=[O:14])[CH:6]=[CH:7][CH:8]=2)[CH:3]=[CH:2]1.CC(C)([O-])C.[K+].Br[CH2:34][CH:35]1[CH2:40][CH2:39][O:38][CH2:37][CH2:36]1.O. Product: [CH:24]1([C:21]2[CH:22]=[N:23][C:11]([NH:10][C:5]3[CH:6]=[CH:7][CH:8]=[C:9]4[C:4]=3[CH:3]=[CH:2][N:1]4[CH2:34][CH:35]3[CH2:40][CH2:39][O:38][CH2:37][CH2:36]3)=[C:12]([CH:20]=2)[C:13]([O:15][C:16]([CH3:18])([CH3:19])[CH3:17])=[O:14])[CH2:26][CH2:25]1. The catalyst class is: 42. (7) Reactant: [Br:1][C:2]1[CH:10]=[CH:9][C:5]([C:6](O)=[O:7])=[CH:4][C:3]=1[Cl:11].[CH3:12][S:13]([NH2:16])(=[O:15])=[O:14].CCN=C=NCCCN(C)C.Cl. Product: [Br:1][C:2]1[CH:10]=[CH:9][C:5]([C:6]([NH:16][S:13]([CH3:12])(=[O:15])=[O:14])=[O:7])=[CH:4][C:3]=1[Cl:11]. The catalyst class is: 64.